This data is from Forward reaction prediction with 1.9M reactions from USPTO patents (1976-2016). The task is: Predict the product of the given reaction. (1) The product is: [Cl:1][C:2]1[S:3][C:4]([Cl:11])=[CH:5][C:6]=1[S:7]([NH:26][C@@H:24]([CH3:25])[CH2:23][O:22][C:17]1[CH:18]=[CH:19][CH:20]=[C:21]2[C:16]=1[CH:15]=[CH:14][N:13]=[CH:12]2)(=[O:9])=[O:8]. Given the reactants [Cl:1][C:2]1[S:3][C:4]([Cl:11])=[CH:5][C:6]=1[S:7](Cl)(=[O:9])=[O:8].[CH:12]1[C:21]2[C:16](=[C:17]([O:22][CH2:23][C@@H:24]([NH2:26])[CH3:25])[CH:18]=[CH:19][CH:20]=2)[CH:15]=[CH:14][N:13]=1, predict the reaction product. (2) Given the reactants [Cl:1][C:2]1[CH:3]=[C:4]([C:16]([NH:18][C@H:19]([C:21]2[CH:29]=[CH:28][C:24]([C:25]([OH:27])=[O:26])=[CH:23][CH:22]=2)[CH3:20])=[O:17])[C:5]([O:8]C2C=CC=C(F)C=2)=[N:6][CH:7]=1.[Cl:30][C:31]1[C:32]([F:38])=[C:33](O)[CH:34]=[CH:35][CH:36]=1, predict the reaction product. The product is: [Cl:1][C:2]1[CH:3]=[C:4]([C:16]([NH:18][C@H:19]([C:21]2[CH:29]=[CH:28][C:24]([C:25]([OH:27])=[O:26])=[CH:23][CH:22]=2)[CH3:20])=[O:17])[C:5]([O:8][C:33]2[CH:34]=[CH:35][CH:36]=[C:31]([Cl:30])[C:32]=2[F:38])=[N:6][CH:7]=1.